This data is from Reaction yield outcomes from USPTO patents with 853,638 reactions. The task is: Predict the reaction yield, written as a fraction of the theoretical maximum amount of product (1.0 means a 100% yield; for example, 0.34 means a 34% yield). (1) The reactants are [CH2:1]([O:4][C:5]1[CH:6]=[C:7]([CH2:11]O)[CH:8]=[CH:9][CH:10]=1)[CH:2]=[CH2:3].C(Br)(Br)(Br)[Br:14].C1(P(C2C=CC=CC=2)C2C=CC=CC=2)C=CC=CC=1. The catalyst is C1COCC1. The product is [CH2:1]([O:4][C:5]1[CH:10]=[CH:9][CH:8]=[C:7]([CH2:11][Br:14])[CH:6]=1)[CH:2]=[CH2:3]. The yield is 0.240. (2) The reactants are [Cl:1][C:2]1[CH:7]=[CH:6][C:5]([S:8]([NH:11][CH2:12][C:13]2[CH:22]=[CH:21][C:16]([C:17]([O:19][CH3:20])=[O:18])=[CH:15][CH:14]=2)(=[O:10])=[O:9])=[CH:4][CH:3]=1.[C:23]1([CH3:33])[CH:28]=[CH:27][C:26]([CH:29](O)[CH2:30][CH3:31])=[CH:25][CH:24]=1. No catalyst specified. The product is [Cl:1][C:2]1[CH:7]=[CH:6][C:5]([S:8]([N:11]([CH2:12][C:13]2[CH:14]=[CH:15][C:16]([C:17]([O:19][CH3:20])=[O:18])=[CH:21][CH:22]=2)[CH:29]([C:26]2[CH:27]=[CH:28][C:23]([CH3:33])=[CH:24][CH:25]=2)[CH2:30][CH3:31])(=[O:10])=[O:9])=[CH:4][CH:3]=1. The yield is 0.240. (3) The reactants are [CH3:1][O:2][C:3]1[CH:8]=[CH:7][C:6]([C:9](=O)[CH2:10][C:11]([O:13]C)=O)=[CH:5][C:4]=1[O:16][C:17]([F:20])([F:19])[F:18].CC1C=CC(S(O)(=O)=O)=CC=1.COC(OC)OC.[NH2:39][C:40]1[CH:45]=[CH:44][C:43]([F:46])=[CH:42][N:41]=1. The catalyst is CO. The product is [F:46][C:43]1[CH:44]=[CH:45][C:40]2[N:41]([CH:42]=1)[C:11](=[O:13])[CH:10]=[C:9]([C:6]1[CH:7]=[CH:8][C:3]([O:2][CH3:1])=[C:4]([O:16][C:17]([F:20])([F:19])[F:18])[CH:5]=1)[N:39]=2. The yield is 0.210.